From a dataset of Forward reaction prediction with 1.9M reactions from USPTO patents (1976-2016). Predict the product of the given reaction. Given the reactants C(O)(=O)C.[CH:5]([NH2:7])=[NH:6].[F:8][C:9]1[CH:26]=[CH:25][C:12]([C:13]([NH:15][CH:16]([C:21](OC)=[O:22])[C:17](OC)=[O:18])=[O:14])=[CH:11][CH:10]=1.[Na], predict the reaction product. The product is: [OH:22][C:21]1[C:16]([NH:15][C:13](=[O:14])[C:12]2[CH:25]=[CH:26][C:9]([F:8])=[CH:10][CH:11]=2)=[C:17]([OH:18])[N:7]=[CH:5][N:6]=1.